From a dataset of Forward reaction prediction with 1.9M reactions from USPTO patents (1976-2016). Predict the product of the given reaction. (1) Given the reactants [CH:1]1([C:4]#[C:5][C:6]([O:8][CH2:9][CH3:10])=[O:7])[CH2:3][CH2:2]1.I[C:12]1[CH:17]=[CH:16][C:15]([O:18][CH2:19][O:20][CH3:21])=[CH:14][CH:13]=1.[C:22]1(B(O)O)[CH:27]=[CH:26][CH:25]=[CH:24][CH:23]=1.C([O-])([O-])=O.[K+].[K+], predict the reaction product. The product is: [CH:1]1(/[C:4](/[C:12]2[CH:17]=[CH:16][C:15]([O:18][CH2:19][O:20][CH3:21])=[CH:14][CH:13]=2)=[C:5](/[C:22]2[CH:27]=[CH:26][CH:25]=[CH:24][CH:23]=2)\[C:6]([O:8][CH2:9][CH3:10])=[O:7])[CH2:3][CH2:2]1. (2) Given the reactants [Cl:1][C:2]1[N:11]=[CH:10][C:9]2[NH:8][C:7](=O)[CH:6]3[CH2:13][O:14][CH2:15][CH2:16][N:5]3[C:4]=2[N:3]=1.[H-].[Al+3].[Li+].[H-].[H-].[H-].C(OCC)(=O)C.[NH4+].[Cl-], predict the reaction product. The product is: [Cl:1][C:2]1[N:11]=[CH:10][C:9]2[NH:8][CH2:7][CH:6]3[CH2:13][O:14][CH2:15][CH2:16][N:5]3[C:4]=2[N:3]=1.